Dataset: Full USPTO retrosynthesis dataset with 1.9M reactions from patents (1976-2016). Task: Predict the reactants needed to synthesize the given product. (1) Given the product [CH:28]1([CH2:33][CH:34]([C:38]2[CH:43]=[CH:42][C:41]([S:44]([CH2:47][CH3:48])(=[O:46])=[O:45])=[CH:40][CH:39]=2)[C:35]([NH:49][C:50]2[S:51][CH:52]=[CH:53][N:54]=2)=[O:37])[CH2:29][CH2:30][CH2:31][CH2:32]1, predict the reactants needed to synthesize it. The reactants are: C1(P(C2C=CC=CC=2)C2C=CC=CC=2)C=CC=CC=1.BrN1C(=O)CCC1=O.[CH:28]1([CH2:33][CH:34]([C:38]2[CH:43]=[CH:42][C:41]([S:44]([CH2:47][CH3:48])(=[O:46])=[O:45])=[CH:40][CH:39]=2)[C:35]([OH:37])=O)[CH2:32][CH2:31][CH2:30][CH2:29]1.[NH2:49][C:50]1[S:51][CH:52]=[CH:53][N:54]=1. (2) Given the product [C:20]1([O:26][C:27](=[O:28])[NH:13][C:10]2[CH:11]=[CH:12][C:7]([N:1]3[CH2:2][CH2:3][CH2:4][CH2:5][CH2:6]3)=[N:8][CH:9]=2)[CH:25]=[CH:24][CH:23]=[CH:22][CH:21]=1, predict the reactants needed to synthesize it. The reactants are: [N:1]1([C:7]2[CH:12]=[CH:11][C:10]([NH2:13])=[CH:9][N:8]=2)[CH2:6][CH2:5][CH2:4][CH2:3][CH2:2]1.N1C=CC=CC=1.[C:20]1([O:26][C:27](Cl)=[O:28])[CH:25]=[CH:24][CH:23]=[CH:22][CH:21]=1.O. (3) The reactants are: [Br:1][CH2:2][CH2:3][CH2:4][CH2:5][C:6](Cl)=[O:7].[NH2:9][C:10]1[CH:11]=[C:12]2[C:17](=[CH:18][CH:19]=1)[N:16]=[CH:15][CH:14]=[CH:13]2.[OH-].[Na+]. Given the product [N:16]1[C:17]2[C:12](=[CH:11][C:10]([NH:9][C:6](=[O:7])[CH2:5][CH2:4][CH2:3][CH2:2][Br:1])=[CH:19][CH:18]=2)[CH:13]=[CH:14][CH:15]=1, predict the reactants needed to synthesize it.